From a dataset of Catalyst prediction with 721,799 reactions and 888 catalyst types from USPTO. Predict which catalyst facilitates the given reaction. Product: [OH:13][CH2:12][C:10]1[CH:9]=[C:4]([CH:3]=[C:2]([CH3:14])[CH:11]=1)[C:5]([O:7][CH3:8])=[O:6]. Reactant: Br[C:2]1[CH:3]=[C:4]([CH:9]=[C:10]([CH2:12][OH:13])[CH:11]=1)[C:5]([O:7][CH3:8])=[O:6].[C:14](=O)([O-])[O-].[Cs+].[Cs+].C(=O)([O-])[O-].[K+].[K+].CB1OB(C)OB(C)O1. The catalyst class is: 12.